Dataset: Reaction yield outcomes from USPTO patents with 853,638 reactions. Task: Predict the reaction yield, written as a fraction of the theoretical maximum amount of product (1.0 means a 100% yield; for example, 0.34 means a 34% yield). (1) The reactants are FC(F)(F)S(O[C:7]1[C:15]2[C:10](=[CH:11][N:12]=[CH:13][CH:14]=2)[O:9][C:8]=1[C:16]1[N:21]=[CH:20][CH:19]=[CH:18][N:17]=1)(=O)=O.[NH2:24][C:25]1[CH:33]=[CH:32][CH:31]=[C:30]2[C:26]=1[C:27]([C:41]([O:43][CH3:44])=[O:42])=[N:28][N:29]2[C:34]([O:36][C:37]([CH3:40])([CH3:39])[CH3:38])=[O:35].CC1(C)C2C(=C(P(C3C=CC=CC=3)C3C=CC=CC=3)C=CC=2)OC2C(P(C3C=CC=CC=3)C3C=CC=CC=3)=CC=CC1=2.[O-]P([O-])([O-])=O.[K+].[K+].[K+]. The catalyst is C1(C)C=CC=CC=1.C1C=CC(/C=C/C(/C=C/C2C=CC=CC=2)=O)=CC=1.C1C=CC(/C=C/C(/C=C/C2C=CC=CC=2)=O)=CC=1.C1C=CC(/C=C/C(/C=C/C2C=CC=CC=2)=O)=CC=1.[Pd].[Pd]. The product is [N:17]1[CH:18]=[CH:19][CH:20]=[N:21][C:16]=1[C:8]1[O:9][C:10]2=[CH:11][N:12]=[CH:13][CH:14]=[C:15]2[C:7]=1[NH:24][C:25]1[CH:33]=[CH:32][CH:31]=[C:30]2[C:26]=1[C:27]([C:41]([O:43][CH3:44])=[O:42])=[N:28][N:29]2[C:34]([O:36][C:37]([CH3:40])([CH3:39])[CH3:38])=[O:35]. The yield is 0.150. (2) The product is [CH2:1]([O:4][C:5]1([CH3:49])[CH2:6][CH2:7][N:8]([C:11]2[N:16]3[N:17]=[C:18]([C:20](=[O:36])[NH:21][CH2:22][C:23](=[O:35])[CH2:24][C:25]4[CH:30]=[CH:29][CH:28]=[CH:27][C:26]=4[O:31][CH2:32][CH:33]=[CH2:34])[CH:19]=[C:15]3[N:14]=[C:13]([CH3:37])[C:12]=2[C@H:38]([O:44][C:45]([CH3:48])([CH3:47])[CH3:46])[C:39]([O:41][CH2:42][CH3:43])=[O:40])[CH2:9][CH2:10]1)[CH:2]=[CH2:3]. The reactants are [CH2:1]([O:4][C:5]1([CH3:49])[CH2:10][CH2:9][N:8]([C:11]2[N:16]3[N:17]=[C:18]([C:20](=[O:36])[NH:21][CH2:22][CH:23]([OH:35])[CH2:24][C:25]4[CH:30]=[CH:29][CH:28]=[CH:27][C:26]=4[O:31][CH2:32][CH:33]=[CH2:34])[CH:19]=[C:15]3[N:14]=[C:13]([CH3:37])[C:12]=2[C@H:38]([O:44][C:45]([CH3:48])([CH3:47])[CH3:46])[C:39]([O:41][CH2:42][CH3:43])=[O:40])[CH2:7][CH2:6]1)[CH:2]=[CH2:3].C[N+]1([O-])CCOCC1. The yield is 0.593. The catalyst is C(Cl)Cl.CCC[N+](CCC)(CCC)CCC.[O-][Ru](=O)(=O)=O. (3) The reactants are [F:1][C:2]1[CH:3]=[C:4]2[C:8](=[CH:9][C:10]=1[NH2:11])[NH:7][C:6](=[O:12])[CH2:5]2.N1CCCCC1.Cl[C:20]([C@@H:22]([O:24][C:25](=[O:27])[CH3:26])[CH3:23])=[O:21]. The catalyst is O1CCCC1. The product is [F:1][C:2]1[CH:3]=[C:4]2[C:8](=[CH:9][C:10]=1[NH:11][C:20]([CH:22]([O:24][C:25](=[O:27])[CH3:26])[CH3:23])=[O:21])[NH:7][C:6](=[O:12])[CH2:5]2. The yield is 0.990. (4) The reactants are [Cl:1][C:2]1[C:7]([N+:8]([O-])=O)=[CH:6][CH:5]=[CH:4][C:3]=1[NH:11][S:12]([CH2:15][CH2:16][CH3:17])(=[O:14])=[O:13].[NH4+].[Cl-]. The catalyst is CCO.O. The product is [NH2:8][C:7]1[C:2]([Cl:1])=[C:3]([NH:11][S:12]([CH2:15][CH2:16][CH3:17])(=[O:14])=[O:13])[CH:4]=[CH:5][CH:6]=1. The yield is 0.510. (5) The reactants are [O:1]1[C:5]2[CH:6]=[CH:7][CH:8]=[CH:9][C:4]=2[CH2:3][CH2:2]1.[S:10]([Cl:13])(Cl)=[O:11].C(Cl)Cl.[OH2:17]. The catalyst is ClCCCl. The product is [O:1]1[C:5]2[CH:6]=[CH:7][C:8]([S:10]([Cl:13])(=[O:11])=[O:17])=[CH:9][C:4]=2[CH2:3][CH2:2]1. The yield is 1.00.